Dataset: Peptide-MHC class I binding affinity with 185,985 pairs from IEDB/IMGT. Task: Regression. Given a peptide amino acid sequence and an MHC pseudo amino acid sequence, predict their binding affinity value. This is MHC class I binding data. (1) The peptide sequence is NLAPHLLLIV. The MHC is HLA-A02:03 with pseudo-sequence HLA-A02:03. The binding affinity (normalized) is 0.994. (2) The peptide sequence is LAPHFAKLI. The MHC is H-2-Db with pseudo-sequence H-2-Db. The binding affinity (normalized) is 0.0289. (3) The peptide sequence is MPNACSANN. The MHC is HLA-A32:01 with pseudo-sequence HLA-A32:01. The binding affinity (normalized) is 0. (4) The peptide sequence is YHAVVPLVY. The MHC is HLA-B57:01 with pseudo-sequence HLA-B57:01. The binding affinity (normalized) is 0.0155. (5) The peptide sequence is FLDWIKDIMT. The MHC is HLA-A02:02 with pseudo-sequence HLA-A02:02. The binding affinity (normalized) is 0.441.